The task is: Predict which catalyst facilitates the given reaction.. This data is from Catalyst prediction with 721,799 reactions and 888 catalyst types from USPTO. Reactant: [CH3:1][C:2]1([CH3:18])[O:17][CH2:16][C:5]2=[C:6]([N:13]([CH3:15])[CH3:14])[NH:7][C:8](=[O:12])[C:9]([C:10]#[N:11])=[C:4]2[CH2:3]1.C(=O)([O-])[O-].[K+].[K+].Br[CH2:26][C:27]([O:29][CH2:30][CH3:31])=[O:28]. Product: [C:10]([C:9]1[C:8]([O:12][CH2:26][C:27]([O:29][CH2:30][CH3:31])=[O:28])=[N:7][C:6]([N:13]([CH3:14])[CH3:15])=[C:5]2[CH2:16][O:17][C:2]([CH3:18])([CH3:1])[CH2:3][C:4]=12)#[N:11]. The catalyst class is: 21.